From a dataset of Reaction yield outcomes from USPTO patents with 853,638 reactions. Predict the reaction yield, written as a fraction of the theoretical maximum amount of product (1.0 means a 100% yield; for example, 0.34 means a 34% yield). The reactants are [N:1]1[CH:6]=[CH:5][C:4]([C:7]2[NH:11][C:10]([C:12]3[CH:17]=[C:16]([Cl:18])[CH:15]=[CH:14][C:13]=3[CH3:19])=[C:9]([C:20]#[N:21])[CH:8]=2)=[N:3][CH:2]=1.O.S(=O)(=O)(O)[OH:24].N. The catalyst is C(O)(C(F)(F)F)=O. The product is [N:1]1[CH:6]=[CH:5][C:4]([C:7]2[NH:11][C:10]([C:12]3[CH:17]=[C:16]([Cl:18])[CH:15]=[CH:14][C:13]=3[CH3:19])=[C:9]([C:20]([NH2:21])=[O:24])[CH:8]=2)=[N:3][CH:2]=1. The yield is 0.830.